From a dataset of Full USPTO retrosynthesis dataset with 1.9M reactions from patents (1976-2016). Predict the reactants needed to synthesize the given product. (1) Given the product [CH:12]1([NH:9][S:8](=[O:11])(=[O:10])[O-:7])[CH2:14][CH2:13]1.[CH:1]1([O:7][S:8](=[O:11])(=[O:10])[NH2:9])[CH2:5][CH2:6]1, predict the reactants needed to synthesize it. The reactants are: [C:1]1([O:7][S:8](=[O:11])(=[O:10])[NH2:9])[CH:6]=[CH:5]C=CC=1.[CH:12]1(O)[CH2:14][CH2:13]1. (2) Given the product [C:1]([O:5][C:6]([NH:8][C@H:9]([C:13]1[CH:14]=[CH:15][C:16]([O:19][CH2:20][CH2:21][O:22][CH3:23])=[CH:17][CH:18]=1)[C:10]([OH:12])=[O:11])=[O:7])([CH3:4])([CH3:3])[CH3:2], predict the reactants needed to synthesize it. The reactants are: [C:1]([O:5][C:6]([NH:8][C@H:9]([C:13]1[CH:18]=[CH:17][C:16]([O:19][CH2:20][CH2:21][O:22][CH:23]2CCCCO2)=[CH:15][CH:14]=1)[C:10]([OH:12])=[O:11])=[O:7])([CH3:4])([CH3:3])[CH3:2].BrCCOC. (3) Given the product [Br:14][C:15]1[CH:21]=[C:20]([Cl:22])[CH:19]=[CH:18][C:16]=1[NH:17][C:7]([C:6]1[N:2]([CH3:1])[CH:3]=[N:4][CH:5]=1)=[O:9], predict the reactants needed to synthesize it. The reactants are: [CH3:1][N:2]1[C:6]([C:7]([OH:9])=O)=[CH:5][N:4]=[CH:3]1.S(Cl)(Cl)=O.[Br:14][C:15]1[CH:21]=[C:20]([Cl:22])[CH:19]=[CH:18][C:16]=1[NH2:17]. (4) Given the product [F:18][C:10]1[CH:11]=[C:12]([N+:15]([O-:17])=[O:16])[CH:13]=[CH:14][C:9]=1[O:8][C:6]1[N:5]=[CH:4][N:3]=[C:2]([NH:1][C:27]([N:36]2[CH2:41][CH2:40][O:39][CH2:38][CH2:37]2)=[O:28])[CH:7]=1, predict the reactants needed to synthesize it. The reactants are: [NH2:1][C:2]1[CH:7]=[C:6]([O:8][C:9]2[CH:14]=[CH:13][C:12]([N+:15]([O-:17])=[O:16])=[CH:11][C:10]=2[F:18])[N:5]=[CH:4][N:3]=1.C(N(CC)CC)C.Cl[C:27](OC1C=CC=CC=1)=[O:28].[NH:36]1[CH2:41][CH2:40][O:39][CH2:38][CH2:37]1. (5) Given the product [CH3:24][C:3]1([CH3:25])[CH2:4][N:5]2[C:9]3[N:10]=[C:11]([C:14]([OH:16])=[O:15])[CH:12]=[CH:13][C:8]=3[CH:7]=[C:6]2[C:19](=[O:20])[NH:1][CH2:2]1, predict the reactants needed to synthesize it. The reactants are: [NH2:1][CH2:2][C:3]([CH3:25])([CH3:24])[CH2:4][N:5]1[C:9]2=[N:10][C:11]([C:14]([O:16]CC)=[O:15])=[CH:12][CH:13]=[C:8]2[CH:7]=[C:6]1[C:19](OCC)=[O:20].C(=O)([O-])[O-].[K+].[K+].